From a dataset of Catalyst prediction with 721,799 reactions and 888 catalyst types from USPTO. Predict which catalyst facilitates the given reaction. (1) Reactant: [Li][CH3:2].[Cl:3][C:4]1[C:13]2[C:8](=[CH:9][CH:10]=[C:11]([C:14]([C:16]3[C:17]([CH3:23])=[N:18][C:19]([CH3:22])=[CH:20][CH:21]=3)=[O:15])[CH:12]=2)[N:7]=[C:6]([O:24][CH3:25])[C:5]=1[O:26][CH:27]([CH3:29])[CH3:28]. Product: [Cl:3][C:4]1[C:13]2[C:8](=[CH:9][CH:10]=[C:11]([C:14]([C:16]3[C:17]([CH3:23])=[N:18][C:19]([CH3:22])=[CH:20][CH:21]=3)([OH:15])[CH3:2])[CH:12]=2)[N:7]=[C:6]([O:24][CH3:25])[C:5]=1[O:26][CH:27]([CH3:29])[CH3:28]. The catalyst class is: 165. (2) Reactant: [O:1]([C:8]1[CH:13]=[CH:12][C:11]([C:14]2[C:22]3[C:17](=[N:18][CH:19]=[N:20][C:21]=3[NH2:23])[N:16]([CH:24]3[CH2:27][C:26]4([CH2:32][CH2:31][NH:30][CH2:29][CH2:28]4)[CH2:25]3)[N:15]=2)=[CH:10][CH:9]=1)[C:2]1[CH:7]=[CH:6][CH:5]=[CH:4][CH:3]=1.C(N(CC)CC)C.[C:40](Cl)(=[O:43])[CH:41]=[CH2:42]. Product: [NH2:23][C:21]1[N:20]=[CH:19][N:18]=[C:17]2[N:16]([CH:24]3[CH2:27][C:26]4([CH2:32][CH2:31][N:30]([C:40](=[O:43])[CH:41]=[CH2:42])[CH2:29][CH2:28]4)[CH2:25]3)[N:15]=[C:14]([C:11]3[CH:10]=[CH:9][C:8]([O:1][C:2]4[CH:3]=[CH:4][CH:5]=[CH:6][CH:7]=4)=[CH:13][CH:12]=3)[C:22]=12. The catalyst class is: 2. (3) Reactant: [CH:1]([O:4][C:5]([N:7]1[CH2:12][CH2:11][CH:10]([O:13][C:14]2[C:19]([O:20][CH3:21])=[C:18]([Cl:22])[N:17]=[CH:16][N:15]=2)[CH2:9][CH2:8]1)=[O:6])([CH3:3])[CH3:2].[CH3:23][S:24]([C:27]1[N:32]=[CH:31][C:30]([NH2:33])=[C:29]([CH3:34])[CH:28]=1)(=[O:26])=[O:25].C(N1CCN2CCN(CC(C)C)P1N(CC(C)C)CC2)C(C)C.CC([O-])(C)C.[Na+]. Product: [CH:1]([O:4][C:5]([N:7]1[CH2:12][CH2:11][CH:10]([O:13][C:14]2[C:19]([O:20][CH3:21])=[C:18]([NH:33][C:30]3[CH:31]=[N:32][C:27]([S:24]([CH3:23])(=[O:26])=[O:25])=[CH:28][C:29]=3[CH3:34])[N:17]=[CH:16][N:15]=2)[CH2:9][CH2:8]1)=[O:6])([CH3:3])[CH3:2].[ClH:22]. The catalyst class is: 160. (4) Reactant: [CH3:1][C:2]1[CH:7]=[CH:6][C:5]([OH:8])=[C:4]([N+:9]([O-:11])=[O:10])[CH:3]=1.Br[CH2:13][CH:14]=[CH2:15].C([O-])([O-])=O.[K+].[K+].O. Product: [CH2:15]([O:8][C:5]1[CH:6]=[CH:7][C:2]([CH3:1])=[CH:3][C:4]=1[N+:9]([O-:11])=[O:10])[CH:14]=[CH2:13]. The catalyst class is: 21. (5) Reactant: [C:1]([O:5][C:6](=[O:16])[NH:7][CH2:8][C:9]1[CH:14]=[CH:13][CH:12]=[C:11]([NH2:15])[CH:10]=1)([CH3:4])([CH3:3])[CH3:2].N1C=CC=CC=1.[CH3:23][S:24](Cl)(=[O:26])=[O:25]. Product: [C:1]([O:5][C:6](=[O:16])[NH:7][CH2:8][C:9]1[CH:14]=[CH:13][CH:12]=[C:11]([NH:15][S:24]([CH3:23])(=[O:26])=[O:25])[CH:10]=1)([CH3:4])([CH3:2])[CH3:3]. The catalyst class is: 756. (6) Reactant: Br[C:2]1[CH:3]=[C:4]2[C:13](=[CH:14][CH:15]=1)[C:12]1[N:8]([CH:9]=[C:10]([C:16]3[N:20]([CH2:21][CH:22]([O:24][CH3:25])[CH3:23])[N:19]=[CH:18][N:17]=3)[N:11]=1)[CH2:7][CH2:6][O:5]2.C([Sn](CCCC)(CCCC)[C:31]([O:33][CH2:34][CH3:35])=[CH2:32])CCC.[Li+].[Cl-].[F-].[K+]. Product: [CH2:34]([O:33][C:31]([C:2]1[CH:3]=[C:4]2[C:13](=[CH:14][CH:15]=1)[C:12]1[N:8]([CH:9]=[C:10]([C:16]3[N:20]([CH2:21][CH:22]([O:24][CH3:25])[CH3:23])[N:19]=[CH:18][N:17]=3)[N:11]=1)[CH2:7][CH2:6][O:5]2)=[CH2:32])[CH3:35]. The catalyst class is: 176. (7) Reactant: [NH:1]1[C:9]2[C:4](=[C:5]([C:10]3[N:11]=[C:12]([N:29]4[CH2:34][CH2:33][O:32][CH2:31][CH2:30]4)[C:13]4[S:18][C:17]([C:19]56[CH2:26][CH2:25][C:22]([CH2:27][NH2:28])([CH2:23][CH2:24]5)[CH2:21][O:20]6)=[CH:16][C:14]=4[N:15]=3)[CH:6]=[CH:7][CH:8]=2)[CH:3]=[N:2]1.CCN(C(C)C)C(C)C.[C:44](Cl)(=[O:47])[CH:45]=[CH2:46].CO.C(Cl)Cl. Product: [NH:1]1[C:9]2[C:4](=[C:5]([C:10]3[N:11]=[C:12]([N:29]4[CH2:34][CH2:33][O:32][CH2:31][CH2:30]4)[C:13]4[S:18][C:17]([C:19]56[CH2:26][CH2:25][C:22]([CH2:27][NH:28][C:44](=[O:47])[CH:45]=[CH2:46])([CH2:23][CH2:24]5)[CH2:21][O:20]6)=[CH:16][C:14]=4[N:15]=3)[CH:6]=[CH:7][CH:8]=2)[CH:3]=[N:2]1. The catalyst class is: 2. (8) Reactant: [CH:1]1([CH:6]([C:8]2[CH:12]=[C:11]([C:13]3[CH:18]=[CH:17][CH:16]=[CH:15][CH:14]=3)[O:10][C:9]=2[CH3:19])O)[CH2:5][CH2:4][CH2:3][CH2:2]1.S(Cl)([Cl:22])=O. Product: [Cl:22][CH:6]([CH:1]1[CH2:5][CH2:4][CH2:3][CH2:2]1)[C:8]1[CH:12]=[C:11]([C:13]2[CH:18]=[CH:17][CH:16]=[CH:15][CH:14]=2)[O:10][C:9]=1[CH3:19]. The catalyst class is: 11. (9) Reactant: [C:1]([O:5][C:6](=[O:33])[NH:7][CH2:8][CH2:9][NH:10][CH:11]([C:15]1[N:16]([CH2:26][C:27]2[CH:32]=[CH:31][CH:30]=[CH:29][CH:28]=2)[C:17](=[O:25])[C:18]2[C:23]([CH3:24])=[N:22][S:21][C:19]=2[N:20]=1)[CH:12]([CH3:14])[CH3:13])([CH3:4])([CH3:3])[CH3:2].CCN(C(C)C)C(C)C.[C:43]1([CH3:52])[CH:48]=[CH:47][C:46]([C:49](Cl)=[O:50])=[CH:45][CH:44]=1.C([O-])(O)=O.[Na+]. Product: [C:1]([O:5][C:6](=[O:33])[NH:7][CH2:8][CH2:9][N:10]([CH:11]([C:15]1[N:16]([CH2:26][C:27]2[CH:32]=[CH:31][CH:30]=[CH:29][CH:28]=2)[C:17](=[O:25])[C:18]2[C:23]([CH3:24])=[N:22][S:21][C:19]=2[N:20]=1)[CH:12]([CH3:13])[CH3:14])[C:49](=[O:50])[C:46]1[CH:47]=[CH:48][C:43]([CH3:52])=[CH:44][CH:45]=1)([CH3:3])([CH3:4])[CH3:2]. The catalyst class is: 22.